This data is from Full USPTO retrosynthesis dataset with 1.9M reactions from patents (1976-2016). The task is: Predict the reactants needed to synthesize the given product. (1) Given the product [CH3:1][C:2]1[CH:7]=[C:6]([CH3:8])[CH:5]=[CH:4][C:3]=1[N:9]([C:23]1[CH:28]=[CH:27][C:26]([CH3:29])=[CH:25][C:24]=1[CH3:30])[C:10]1[CH:15]=[CH:14][C:13]([C:16]2[CH:21]=[CH:20][C:19]([NH:39][C:33]3[CH:34]=[CH:35][C:36]([CH3:38])=[CH:37][C:32]=3[CH3:31])=[CH:18][CH:17]=2)=[CH:12][CH:11]=1, predict the reactants needed to synthesize it. The reactants are: [CH3:1][C:2]1[CH:7]=[C:6]([CH3:8])[CH:5]=[CH:4][C:3]=1[N:9]([C:23]1[CH:28]=[CH:27][C:26]([CH3:29])=[CH:25][C:24]=1[CH3:30])[C:10]1[CH:15]=[CH:14][C:13]([C:16]2[CH:21]=[CH:20][CH:19]=[CH:18][C:17]=2Br)=[CH:12][CH:11]=1.[CH3:31][C:32]1[CH:37]=[C:36]([CH3:38])[CH:35]=[CH:34][C:33]=1[NH2:39].C(O[Na])(C)(C)C. (2) Given the product [C:10]12([NH:20][C:2]3[CH:9]=[CH:8][CH:7]=[CH:6][C:3]=3[C:4]#[N:5])[CH2:17][CH:16]3[CH2:15][CH:14]([CH2:13][CH:12]([CH2:18]3)[CH2:11]1)[CH2:19]2, predict the reactants needed to synthesize it. The reactants are: F[C:2]1[CH:9]=[CH:8][CH:7]=[CH:6][C:3]=1[C:4]#[N:5].[C:10]12([NH2:20])[CH2:19][CH:14]3[CH2:15][CH:16]([CH2:18][CH:12]([CH2:13]3)[CH2:11]1)[CH2:17]2. (3) The reactants are: [P:1]([O-:12])([O:7][C:8]([CH3:11])([CH3:10])[CH3:9])[O:2][C:3]([CH3:6])([CH3:5])[CH3:4].[H-].[Na+].[N:15]1[C:24]2[C:19](=[CH:20][CH:21]=[CH:22][CH:23]=2)[CH:18]=[C:17]([CH:25]=[O:26])[CH:16]=1.O. Given the product [C:3]([O:2][P:1]([CH:25]([OH:26])[C:17]1[CH:16]=[N:15][C:24]2[C:19]([CH:18]=1)=[CH:20][CH:21]=[CH:22][CH:23]=2)(=[O:12])[O:7][C:8]([CH3:11])([CH3:10])[CH3:9])([CH3:5])([CH3:6])[CH3:4], predict the reactants needed to synthesize it. (4) Given the product [C:1]([C:5]1[CH:6]=[C:7]([NH:18][C:19]([NH:21][C:22]2[CH:27]=[CH:26][C:25]([O:28][C:29]3[CH:34]=[CH:33][N:32]=[C:31]([NH:43][C:42]4[CH:44]=[C:45]([O:47][CH2:48][CH2:49][O:50][CH2:51][CH2:52][O:53][CH2:54][CH2:55][O:56][CH3:57])[CH:46]=[C:40]([O:39][CH3:38])[CH:41]=4)[N:30]=3)=[C:24]([Cl:36])[C:23]=2[Cl:37])=[O:20])[C:8]([O:16][CH3:17])=[C:9]([NH:11][S:12]([CH3:15])(=[O:14])=[O:13])[CH:10]=1)([CH3:3])([CH3:4])[CH3:2], predict the reactants needed to synthesize it. The reactants are: [C:1]([C:5]1[CH:6]=[C:7]([NH:18][C:19]([NH:21][C:22]2[CH:27]=[CH:26][C:25]([O:28][C:29]3[CH:34]=[CH:33][N:32]=[C:31](Cl)[N:30]=3)=[C:24]([Cl:36])[C:23]=2[Cl:37])=[O:20])[C:8]([O:16][CH3:17])=[C:9]([NH:11][S:12]([CH3:15])(=[O:14])=[O:13])[CH:10]=1)([CH3:4])([CH3:3])[CH3:2].[CH3:38][O:39][C:40]1[CH:41]=[C:42]([CH:44]=[C:45]([O:47][CH2:48][CH2:49][O:50][CH2:51][CH2:52][O:53][CH2:54][CH2:55][O:56][CH3:57])[CH:46]=1)[NH2:43]. (5) The reactants are: [C:1]([C:4]1[N:5]=[C:6]2[N:16]([CH:17]=1)[CH2:15][CH2:14][O:13][C:12]1[C:7]2=[CH:8][C:9]([C:19]#[C:20][C:21]([OH:27])([CH3:26])[C:22]([O:24]C)=O)=[C:10]([F:18])[CH:11]=1)(=[O:3])[NH2:2].[CH:28]1([NH2:31])[CH2:30][CH2:29]1. Given the product [CH:28]1([NH:31][C:22]([C:21]([OH:27])([CH3:26])[C:20]#[C:19][C:9]2[C:10]([F:18])=[CH:11][C:12]3[O:13][CH2:14][CH2:15][N:16]4[C:6](=[N:5][C:4]([C:1]([NH2:2])=[O:3])=[CH:17]4)[C:7]=3[CH:8]=2)=[O:24])[CH2:30][CH2:29]1, predict the reactants needed to synthesize it. (6) Given the product [Br:1][C:2]1[CH:7]=[CH:6][C:5]([C@H:8]2[C:17]3[C:12](=[CH:13][CH:14]=[C:15]([O:18][CH2:19][CH2:20][CH2:21][N:35]4[CH2:36][CH2:37][CH2:42][CH2:33][CH2:34]4)[CH:16]=3)[C@H:11]3[CH2:23][CH2:24][C:25](=[O:26])[N:10]3[CH2:9]2)=[CH:4][CH:3]=1, predict the reactants needed to synthesize it. The reactants are: [Br:1][C:2]1[CH:7]=[CH:6][C:5]([C@H:8]2[C:17]3[C:12](=[CH:13][CH:14]=[C:15]([O:18][CH2:19][CH2:20][CH2:21]Cl)[CH:16]=3)[C@H:11]3[CH2:23][CH2:24][C:25](=[O:26])[N:10]3[CH2:9]2)=[CH:4][CH:3]=1.C1([C@H:33]2[C:42]3[C:37](=CC=C(OCCCN4CCCCC4)C=3)[C@H:36]3CCC(=O)[N:35]3[CH2:34]2)C=CC=CC=1.